Dataset: Full USPTO retrosynthesis dataset with 1.9M reactions from patents (1976-2016). Task: Predict the reactants needed to synthesize the given product. (1) Given the product [F:1][C:2]1[CH:3]=[C:4]2[C:8](=[CH:9][CH:10]=1)[N:7]([C:11]1[CH:16]=[CH:15][CH:14]=[C:13]([C:17]#[C:18][C@:19]3([OH:26])[CH2:23][CH2:22][N:21]([CH3:24])[C:20]3=[O:25])[CH:12]=1)[N:6]=[C:5]2[C:27]([NH2:31])=[O:29], predict the reactants needed to synthesize it. The reactants are: [F:1][C:2]1[CH:3]=[C:4]2[C:8](=[CH:9][CH:10]=1)[N:7]([C:11]1[CH:16]=[CH:15][CH:14]=[C:13]([C:17]#[C:18][C@:19]3([OH:26])[CH2:23][CH2:22][N:21]([CH3:24])[C:20]3=[O:25])[CH:12]=1)[N:6]=[C:5]2[C:27]([O:29]C)=O.[NH3:31]. (2) Given the product [F:1][C:2]1[CH:3]=[C:4]([C:9]2[CH:14]=[CH:13][C:12]([CH2:15][CH2:16][C@H:17]3[C@@H:18]([CH2:27][CH2:28][N:29]4[C:30](=[O:39])[C:31]5[C:36](=[CH:35][CH:34]=[CH:33][CH:32]=5)[C:37]4=[O:38])[C@@H:19]([OH:23])[C@@H:20]([OH:21])[O:26]3)=[CH:11][CH:10]=2)[CH:5]=[CH:6][C:7]=1[CH3:8], predict the reactants needed to synthesize it. The reactants are: [F:1][C:2]1[CH:3]=[C:4]([C:9]2[CH:14]=[CH:13][C:12]([CH2:15][CH2:16][C@@H:17]3[O:26][C@@H:20]4[O:21]C(C)(C)[O:23][C@@H:19]4[C@@H:18]3[CH2:27][CH2:28][N:29]3[C:37](=[O:38])[C:36]4[C:31](=[CH:32][CH:33]=[CH:34][CH:35]=4)[C:30]3=[O:39])=[CH:11][CH:10]=2)[CH:5]=[CH:6][C:7]=1[CH3:8].Cl(O)(=O)(=O)=O. (3) Given the product [Cl:14][C:15]1[CH:28]=[C:27]([NH:29][C:11](=[O:12])[C:10]#[C:9][C:3]2[CH:4]=[CH:5][C:6]([Cl:8])=[CH:7][C:2]=2[Cl:1])[CH:26]=[CH:25][C:16]=1[O:17][CH2:18][CH2:19][N:20]([CH2:23][CH3:24])[CH2:21][CH3:22], predict the reactants needed to synthesize it. The reactants are: [Cl:1][C:2]1[CH:7]=[C:6]([Cl:8])[CH:5]=[CH:4][C:3]=1[C:9]#[C:10][C:11](Cl)=[O:12].[Cl:14][C:15]1[CH:28]=[C:27]([NH2:29])[CH:26]=[CH:25][C:16]=1[O:17][CH2:18][CH2:19][N:20]([CH2:23][CH3:24])[CH2:21][CH3:22]. (4) Given the product [NH:11]1[C:15]2[CH:16]=[CH:17][CH:18]=[CH:19][C:14]=2[N:13]=[C:12]1[C@H:8]([NH:9][C:10]([NH:33][C:30]([C:27]1[CH:26]=[CH:25][C:24]([CH3:34])=[CH:29][CH:28]=1)([CH3:31])[CH3:32])=[O:20])[CH2:7][C:6]1[CH:21]=[CH:22][C:3]([O:2][CH3:1])=[CH:4][CH:5]=1, predict the reactants needed to synthesize it. The reactants are: [CH3:1][O:2][C:3]1[CH:22]=[CH:21][C:6]([CH2:7][C@@H:8]2[C:12]3=[N:13][C:14]4[CH:19]=[CH:18][CH:17]=[CH:16][C:15]=4[N:11]3[C:10](=[O:20])[NH:9]2)=[CH:5][CH:4]=1.Cl.[C:24]1([CH3:34])[CH:29]=[CH:28][C:27]([C:30]([NH2:33])([CH3:32])[CH3:31])=[CH:26][CH:25]=1.C(O)(C(F)(F)F)=O. (5) Given the product [CH3:16][C:17]1[CH:22]=[CH:21][C:20]([S:23]([N:8]2[CH:9]=[C:10]([CH:12]=[O:13])[N:11]=[C:7]2[C:1]2[CH:2]=[CH:3][CH:4]=[CH:5][CH:6]=2)(=[O:25])=[O:24])=[CH:19][CH:18]=1, predict the reactants needed to synthesize it. The reactants are: [C:1]1([C:7]2[NH:8][CH:9]=[C:10]([CH:12]=[O:13])[N:11]=2)[CH:6]=[CH:5][CH:4]=[CH:3][CH:2]=1.[H-].[Na+].[CH3:16][C:17]1[CH:22]=[CH:21][C:20]([S:23](Cl)(=[O:25])=[O:24])=[CH:19][CH:18]=1.O.